Task: Regression. Given a peptide amino acid sequence and an MHC pseudo amino acid sequence, predict their binding affinity value. This is MHC class II binding data.. Dataset: Peptide-MHC class II binding affinity with 134,281 pairs from IEDB (1) The peptide sequence is FLTGPLNFTGPCKGD. The MHC is DRB4_0101 with pseudo-sequence DRB4_0103. The binding affinity (normalized) is 0. (2) The peptide sequence is STEQNVPDPQVGITT. The MHC is DRB3_0101 with pseudo-sequence DRB3_0101. The binding affinity (normalized) is 0.0639. (3) The binding affinity (normalized) is 0.187. The MHC is HLA-DQA10301-DQB10302 with pseudo-sequence HLA-DQA10301-DQB10302. The peptide sequence is AAGTYVAADAAAASS. (4) The peptide sequence is EAKYFAATQFEPLAA. The MHC is DRB1_0701 with pseudo-sequence DRB1_0701. The binding affinity (normalized) is 0.702. (5) The peptide sequence is HGVAKNPVVDGNPTV. The MHC is DRB3_0101 with pseudo-sequence DRB3_0101. The binding affinity (normalized) is 0.